From a dataset of Full USPTO retrosynthesis dataset with 1.9M reactions from patents (1976-2016). Predict the reactants needed to synthesize the given product. (1) The reactants are: [CH2:1]([O:3][C:4](=[O:21])[CH2:5][C:6]1[CH:11]=[CH:10][C:9](B2OC(C)(C)C(C)(C)O2)=[CH:8][CH:7]=1)C.[C:22]1([C@H:28]([O:30][C:31](=[O:46])[NH:32][C:33]2[N:34]=[N:35][N:36]([C:39]3[CH:44]=[CH:43][C:42](Br)=[CH:41][CH:40]=3)[C:37]=2[CH3:38])[CH3:29])[CH:27]=[CH:26][CH:25]=[CH:24][CH:23]=1.P([O-])([O-])([O-])=O.[K+].[K+].[K+].COC1C=CC=C(OC)C=1C1C=CC=CC=1P(C1CCCCC1)C1CCCCC1. Given the product [CH3:1][O:3][C:4](=[O:21])[CH2:5][C:6]1[CH:7]=[CH:8][C:9]([C:42]2[CH:41]=[CH:40][C:39]([N:36]3[C:37]([CH3:38])=[C:33]([NH:32][C:31]([O:30][C@@H:28]([C:22]4[CH:27]=[CH:26][CH:25]=[CH:24][CH:23]=4)[CH3:29])=[O:46])[N:34]=[N:35]3)=[CH:44][CH:43]=2)=[CH:10][CH:11]=1, predict the reactants needed to synthesize it. (2) Given the product [C:1]([C:3]1[CH:11]=[CH:10][C:6]([C:7]([Cl:15])=[O:8])=[C:5]([F:12])[CH:4]=1)#[N:2], predict the reactants needed to synthesize it. The reactants are: [C:1]([C:3]1[CH:11]=[CH:10][C:6]([C:7](O)=[O:8])=[C:5]([F:12])[CH:4]=1)#[N:2].S(Cl)([Cl:15])=O. (3) Given the product [ClH:32].[CH3:1][N:2]1[C:6]2=[N:7][C:8]([N:11]3[CH:16]=[CH:15][C:14]([C:17]4[N:18]=[N:19][C:20]([C:23]([F:24])([F:26])[F:25])=[CH:21][CH:22]=4)=[CH:13][C:12]3=[O:27])=[CH:9][CH:10]=[C:5]2[C:4]2[CH2:28][NH:29][CH2:30][CH2:31][C:3]1=2, predict the reactants needed to synthesize it. The reactants are: [CH3:1][N:2]1[C:6]2=[N:7][C:8]([N:11]3[CH:16]=[CH:15][C:14]([C:17]4[N:18]=[N:19][C:20]([C:23]([F:26])([F:25])[F:24])=[CH:21][CH:22]=4)=[CH:13][C:12]3=[O:27])=[CH:9][CH:10]=[C:5]2[C:4]2[CH2:28][NH:29][CH2:30][CH2:31][C:3]1=2.[ClH:32]. (4) The reactants are: Cl[C:2]1[N:7]=[C:6]2[N:8]([CH3:11])[N:9]=[CH:10][C:5]2=[C:4]([NH:12][C:13]2[CH:18]=[CH:17][CH:16]=[C:15]([O:19][CH3:20])[CH:14]=2)[N:3]=1.[N:21]1[CH:26]=[CH:25][C:24](B2OC(C)(C)C(C)(C)O2)=[CH:23][CH:22]=1. Given the product [CH3:20][O:19][C:15]1[CH:14]=[C:13]([NH:12][C:4]2[N:3]=[C:2]([C:24]3[CH:25]=[CH:26][N:21]=[CH:22][CH:23]=3)[N:7]=[C:6]3[N:8]([CH3:11])[N:9]=[CH:10][C:5]=23)[CH:18]=[CH:17][CH:16]=1, predict the reactants needed to synthesize it. (5) The reactants are: Cl.[NH:2]1[CH2:5][CH:4]([C:6]2[CH:15]=[CH:14][C:13]3[C:8](=[CH:9][CH:10]=[CH:11][CH:12]=3)[N:7]=2)[CH2:3]1.C([O-])([O-])=O.[Cs+].[Cs+].[Br:22][C:23]1[C:24](F)=[N:25][CH:26]=[CH:27][CH:28]=1. Given the product [Br:22][C:23]1[C:24]([N:2]2[CH2:3][CH:4]([C:6]3[CH:15]=[CH:14][C:13]4[C:8](=[CH:9][CH:10]=[CH:11][CH:12]=4)[N:7]=3)[CH2:5]2)=[N:25][CH:26]=[CH:27][CH:28]=1, predict the reactants needed to synthesize it. (6) Given the product [OH:1][CH2:2][CH2:3][CH2:4][CH2:5][CH2:6][CH2:7][CH2:8][O:9][C:10]1[CH:15]=[CH:14][N:13]=[C:12]([CH2:16][OH:17])[C:11]=1[CH3:21], predict the reactants needed to synthesize it. The reactants are: [OH:1][CH2:2][CH2:3][CH2:4][CH2:5][CH2:6][CH2:7][CH2:8][O:9][C:10]1[CH:15]=[CH:14][N:13]=[C:12]([CH2:16][O:17]C(=O)C)[C:11]=1[CH3:21].[OH-].[Na+]. (7) Given the product [Br:16][C:17]1[CH:18]=[CH:19][CH:20]=[C:21]2[C:26]=1[N:25]=[C:24]([NH:5][C:4]1[CH:6]=[CH:7][C:8]([N:10]3[CH2:15][CH2:14][O:13][CH2:12][CH2:11]3)=[CH:9][C:3]=1[O:2][CH3:1])[N:23]=[CH:22]2, predict the reactants needed to synthesize it. The reactants are: [CH3:1][O:2][C:3]1[CH:9]=[C:8]([N:10]2[CH2:15][CH2:14][O:13][CH2:12][CH2:11]2)[CH:7]=[CH:6][C:4]=1[NH2:5].[Br:16][C:17]1[CH:18]=[CH:19][CH:20]=[C:21]2[C:26]=1[N:25]=[C:24](Cl)[N:23]=[CH:22]2.C([O-])([O-])=O.[K+].[K+].